Dataset: Full USPTO retrosynthesis dataset with 1.9M reactions from patents (1976-2016). Task: Predict the reactants needed to synthesize the given product. (1) Given the product [NH2:1][C:2]1[CH:7]=[C:6]([O:8][C:9]2[C:14]([F:15])=[CH:13][C:12]([NH:16][C:17](=[O:24])[CH2:18][C:19]([OH:21])=[O:20])=[C:11]([F:25])[CH:10]=2)[CH:5]=[CH:4][N:3]=1, predict the reactants needed to synthesize it. The reactants are: [NH2:1][C:2]1[CH:7]=[C:6]([O:8][C:9]2[C:14]([F:15])=[CH:13][C:12]([NH:16][C:17](=[O:24])[CH2:18][C:19]([O:21]CC)=[O:20])=[C:11]([F:25])[CH:10]=2)[CH:5]=[CH:4][N:3]=1.FC1C=C(NC(=O)CC(NC2C=CC(F)=CC=2)=O)C=CC=1OC1C=CN=C(NCCN2CCOCC2)C=1. (2) Given the product [CH2:20]([C:17]1[CH:16]=[CH:15][C:14]([CH2:13][CH2:12][NH2:11])=[CH:19][CH:18]=1)[CH:21]([CH3:23])[CH3:22], predict the reactants needed to synthesize it. The reactants are: C(=O)([O-])[O-].[K+].[K+].FC(F)(F)C([NH:11][CH2:12][CH2:13][C:14]1[CH:19]=[CH:18][C:17]([CH2:20][CH:21]([CH3:23])[CH3:22])=[CH:16][CH:15]=1)=O. (3) Given the product [CH3:1][O:2][CH2:3][CH2:4][C:5]1[N:6]([C:14]2[CH:15]=[CH:16][C:17]([O:20][CH2:22][CH2:23][CH2:24][N:25]3[CH2:29][CH2:28][CH2:27][CH2:26]3)=[CH:18][CH:19]=2)[C:7]2[C:12]([CH:13]=1)=[CH:11][CH:10]=[CH:9][CH:8]=2, predict the reactants needed to synthesize it. The reactants are: [CH3:1][O:2][CH2:3][CH2:4][C:5]1[N:6]([C:14]2[CH:19]=[CH:18][C:17]([OH:20])=[CH:16][CH:15]=2)[C:7]2[C:12]([CH:13]=1)=[CH:11][CH:10]=[CH:9][CH:8]=2.Cl[CH2:22][CH2:23][CH2:24][N:25]1[CH2:29][CH2:28][CH2:27][CH2:26]1.[H-].[Na+].[I-].[Na+]. (4) Given the product [CH3:19][O:20][C:21]1[CH:29]=[C:28]([C:30]([F:31])([F:32])[F:33])[CH:27]=[C:26]([S:34][CH3:35])[C:22]=1[C:23]([NH:18][C:7]1([C:12]2[CH:17]=[CH:16][CH:15]=[CH:14][CH:13]=2)[CH2:6][CH:5]([O:4][CH2:3][O:2][CH3:1])[CH2:10][N:9]([CH3:11])[CH2:8]1)=[O:24], predict the reactants needed to synthesize it. The reactants are: [CH3:1][O:2][CH2:3][O:4][CH:5]1[CH2:10][N:9]([CH3:11])[CH2:8][C:7]([NH2:18])([C:12]2[CH:17]=[CH:16][CH:15]=[CH:14][CH:13]=2)[CH2:6]1.[CH3:19][O:20][C:21]1[CH:29]=[C:28]([C:30]([F:33])([F:32])[F:31])[CH:27]=[C:26]([S:34][CH3:35])[C:22]=1[C:23](Cl)=[O:24]. (5) Given the product [OH:3][CH:1]([C:4]1[C:5]2[N:6]([C:10]([C:13]3[C:18]([C:19]#[N:20])=[CH:17][N:16]=[C:15]([NH:21][C@H:22]([C:24]4[CH:29]=[CH:28][C:27]([N:30]5[CH2:31][CH2:32][NH:33][CH2:34][CH2:35]5)=[CH:26][CH:25]=4)[CH3:23])[N:14]=3)=[CH:11][N:12]=2)[CH:7]=[CH:8][CH:9]=1)[CH3:2], predict the reactants needed to synthesize it. The reactants are: [C:1]([C:4]1[C:5]2[N:6]([C:10]([C:13]3[C:18]([C:19]#[N:20])=[CH:17][N:16]=[C:15]([NH:21][C@H:22]([C:24]4[CH:29]=[CH:28][C:27]([N:30]5[CH2:35][CH2:34][NH:33][CH2:32][CH2:31]5)=[CH:26][CH:25]=4)[CH3:23])[N:14]=3)=[CH:11][N:12]=2)[CH:7]=[CH:8][CH:9]=1)(=[O:3])[CH3:2].[Na].C(=O)([O-])O.[Na+].